Task: Regression. Given two drug SMILES strings and cell line genomic features, predict the synergy score measuring deviation from expected non-interaction effect.. Dataset: NCI-60 drug combinations with 297,098 pairs across 59 cell lines (1) Drug 1: C1=C(C(=O)NC(=O)N1)N(CCCl)CCCl. Cell line: HCC-2998. Synergy scores: CSS=17.5, Synergy_ZIP=4.55, Synergy_Bliss=2.59, Synergy_Loewe=0.00915, Synergy_HSA=4.20. Drug 2: C1C(C(OC1N2C=NC3=C(N=C(N=C32)Cl)N)CO)O. (2) Drug 1: CC(C1=C(C=CC(=C1Cl)F)Cl)OC2=C(N=CC(=C2)C3=CN(N=C3)C4CCNCC4)N. Drug 2: CC12CCC3C(C1CCC2O)C(CC4=C3C=CC(=C4)O)CCCCCCCCCS(=O)CCCC(C(F)(F)F)(F)F. Cell line: MOLT-4. Synergy scores: CSS=15.6, Synergy_ZIP=1.76, Synergy_Bliss=5.78, Synergy_Loewe=-7.50, Synergy_HSA=3.30.